Dataset: Forward reaction prediction with 1.9M reactions from USPTO patents (1976-2016). Task: Predict the product of the given reaction. (1) Given the reactants [CH2:1]([O:3][CH2:4][C@H:5]([C:7]1[CH:12]=[CH:11][C:10]([C:13]#[C:14][C:15]2[CH:40]=[CH:39][C:18]([C:19]([N:21]([CH3:38])[C@:22]([CH3:37])([C:27]([NH:29][O:30]C3CCCCO3)=[O:28])[C:23]([NH:25][CH3:26])=[O:24])=[O:20])=[CH:17][CH:16]=2)=[CH:9][CH:8]=1)[OH:6])[CH3:2].CO.O.C1(C)C=CC(S(O)(=O)=O)=CC=1.C(=O)([O-])O.[Na+], predict the reaction product. The product is: [CH2:1]([O:3][CH2:4][C@H:5]([C:7]1[CH:8]=[CH:9][C:10]([C:13]#[C:14][C:15]2[CH:40]=[CH:39][C:18]([C:19]([N:21]([CH3:38])[C@@:22]([CH3:37])([C:23]([NH:25][CH3:26])=[O:24])[C:27]([NH:29][OH:30])=[O:28])=[O:20])=[CH:17][CH:16]=2)=[CH:11][CH:12]=1)[OH:6])[CH3:2]. (2) Given the reactants [C:1](=[N:14][NH:15][C:16]1[CH:21]=[CH:20][C:19]([Cl:22])=[CH:18][CH:17]=1)([C:8]1[CH:13]=[CH:12][CH:11]=[CH:10][CH:9]=1)[C:2]1[CH:7]=[CH:6][CH:5]=[CH:4][CH:3]=1.CI.[C:25](OC)(C)(C)C, predict the reaction product. The product is: [C:1](=[N:14][N:15]([C:16]1[CH:17]=[CH:18][C:19]([Cl:22])=[CH:20][CH:21]=1)[CH3:25])([C:8]1[CH:13]=[CH:12][CH:11]=[CH:10][CH:9]=1)[C:2]1[CH:3]=[CH:4][CH:5]=[CH:6][CH:7]=1.